From a dataset of Peptide-MHC class II binding affinity with 134,281 pairs from IEDB. Regression. Given a peptide amino acid sequence and an MHC pseudo amino acid sequence, predict their binding affinity value. This is MHC class II binding data. (1) The peptide sequence is LAKYKANWIEIMRIK. The MHC is DRB1_0401 with pseudo-sequence DRB1_0401. The binding affinity (normalized) is 0.486. (2) The peptide sequence is KYNLNRAMMLDDLTM. The MHC is DRB4_0101 with pseudo-sequence DRB4_0103. The binding affinity (normalized) is 0.914. (3) The peptide sequence is SLDKFLANVSTVLTY. The MHC is DRB3_0202 with pseudo-sequence DRB3_0202. The binding affinity (normalized) is 0.843. (4) The peptide sequence is IKSDKPLKGPFNFRF. The MHC is HLA-DQA10501-DQB10301 with pseudo-sequence HLA-DQA10501-DQB10301. The binding affinity (normalized) is 0.0359. (5) The binding affinity (normalized) is 0.176. The peptide sequence is AKAIITPVVFYRSGT. The MHC is DRB1_0301 with pseudo-sequence DRB1_0301. (6) The peptide sequence is YFILDGDNLFPKV. The MHC is HLA-DQA10501-DQB10201 with pseudo-sequence HLA-DQA10501-DQB10201. The binding affinity (normalized) is 0.535. (7) The peptide sequence is GVWTFDSEEPLQGPF. The MHC is DRB1_0301 with pseudo-sequence DRB1_0301. The binding affinity (normalized) is 0.649.